Dataset: Full USPTO retrosynthesis dataset with 1.9M reactions from patents (1976-2016). Task: Predict the reactants needed to synthesize the given product. (1) Given the product [F:1][C:2]1[CH:3]=[CH:4][C:5]([CH2:8][C:9]2[CH:18]=[C:17]3[C:12]([C:13]([OH:30])=[C:14]([C:25]([NH:31][CH2:32][CH2:33][OH:34])=[O:26])[C:15](=[O:24])[N:16]3[CH2:19][C:20]([F:22])([F:23])[F:21])=[N:11][CH:10]=2)=[CH:6][CH:7]=1, predict the reactants needed to synthesize it. The reactants are: [F:1][C:2]1[CH:7]=[CH:6][C:5]([CH2:8][C:9]2[CH:18]=[C:17]3[C:12]([C:13]([OH:30])=[C:14]([C:25](OCC)=[O:26])[C:15](=[O:24])[N:16]3[CH2:19][C:20]([F:23])([F:22])[F:21])=[N:11][CH:10]=2)=[CH:4][CH:3]=1.[NH2:31][CH2:32][CH2:33][OH:34]. (2) Given the product [C:1]([C:3]1[CH:4]=[C:5]([C:9]2[CH:18]=[CH:17][C:12]([C:13]([OH:15])=[O:14])=[CH:11][N:10]=2)[CH:6]=[CH:7][CH:8]=1)#[N:2], predict the reactants needed to synthesize it. The reactants are: [C:1]([C:3]1[CH:4]=[C:5]([C:9]2[CH:18]=[CH:17][C:12]([C:13]([O:15]C)=[O:14])=[CH:11][N:10]=2)[CH:6]=[CH:7][CH:8]=1)#[N:2].[OH-].[Li+]. (3) Given the product [O:7]=[C:4]1[O:5][N:3]=[C:33]([C:28]2[CH:29]=[CH:30][CH:31]=[CH:32][C:27]=2[C:24]2[CH:23]=[CH:22][C:21]([CH2:20][C:19]3[C:14](=[O:13])[N:15]([C@H:41]4[CH2:46][CH2:45][C@H:44]([O:47][CH2:48][CH:49]5[CH2:53][CH2:52][CH2:51][O:50]5)[CH2:43][CH2:42]4)[C:16]4[N:17]([N:38]=[CH:39][N:40]=4)[C:18]=3[CH2:35][CH2:36][CH3:37])=[CH:26][CH:25]=2)[NH:34]1, predict the reactants needed to synthesize it. The reactants are: [Cl-].O[NH3+:3].[C:4](=[O:7])([O-])[OH:5].[Na+].CS(C)=O.[O:13]=[C:14]1[C:19]([CH2:20][C:21]2[CH:26]=[CH:25][C:24]([C:27]3[C:28]([C:33]#[N:34])=[CH:29][CH:30]=[CH:31][CH:32]=3)=[CH:23][CH:22]=2)=[C:18]([CH2:35][CH2:36][CH3:37])[N:17]2[N:38]=[CH:39][N:40]=[C:16]2[N:15]1[C@H:41]1[CH2:46][CH2:45][C@H:44]([O:47][CH2:48][CH:49]2[CH2:53][CH2:52][CH2:51][O:50]2)[CH2:43][CH2:42]1. (4) Given the product [CH3:22][O:21][C:19]([C:18]1[CH:23]=[CH:24][C:15]([C:11]2[O:12][C:13]([CH3:14])=[C:9]([CH2:8][CH:7]([C:6]([OH:32])=[O:5])[C:25]([OH:27])=[O:26])[N:10]=2)=[CH:16][CH:17]=1)=[O:20], predict the reactants needed to synthesize it. The reactants are: C([O:5][C:6](=[O:32])[CH:7]([C:25]([O:27]C(C)(C)C)=[O:26])[CH2:8][C:9]1[N:10]=[C:11]([C:15]2[CH:24]=[CH:23][C:18]([C:19]([O:21][CH3:22])=[O:20])=[CH:17][CH:16]=2)[O:12][C:13]=1[CH3:14])(C)(C)C.FC(F)(F)C(O)=O. (5) Given the product [CH3:31][N:32]([CH2:33][CH2:34][C:35]1[CH:40]=[CH:39][CH:38]=[CH:37][N:36]=1)[C:26]([N:17]1[CH2:16][CH2:15][C:12]2([C:11](=[O:20])[N:10]([C:7]3[CH:8]=[CH:9][C:4]([O:3][C:2]([F:1])([F:21])[F:22])=[CH:5][CH:6]=3)[CH2:14][CH2:13]2)[CH2:19][CH2:18]1)=[O:25], predict the reactants needed to synthesize it. The reactants are: [F:1][C:2]([F:22])([F:21])[O:3][C:4]1[CH:9]=[CH:8][C:7]([N:10]2[CH2:14][CH2:13][C:12]3([CH2:19][CH2:18][NH:17][CH2:16][CH2:15]3)[C:11]2=[O:20])=[CH:6][CH:5]=1.O=C(Cl)[O:25][C:26](Cl)(Cl)Cl.[CH3:31][NH:32][CH2:33][CH2:34][C:35]1[CH:40]=[CH:39][CH:38]=[CH:37][N:36]=1. (6) The reactants are: Cl.[CH3:2][C:3]1[C:11]2[NH:10][C:9]3[CH2:12][CH2:13][NH:14][CH2:15][C:8]=3[C:7]=2[CH:6]=[C:5]([CH3:16])[CH:4]=1.[C:17](O[C:17]([O:19][C:20]([CH3:23])([CH3:22])[CH3:21])=[O:18])([O:19][C:20]([CH3:23])([CH3:22])[CH3:21])=[O:18].[OH-].[Na+]. Given the product [C:20]([O:19][C:17]([N:14]1[CH2:13][CH2:12][C:9]2[NH:10][C:11]3[C:3]([CH3:2])=[CH:4][C:5]([CH3:16])=[CH:6][C:7]=3[C:8]=2[CH2:15]1)=[O:18])([CH3:23])([CH3:22])[CH3:21], predict the reactants needed to synthesize it. (7) Given the product [NH2:5][C@H:3]([CH3:4])[CH2:2][N:18]([CH2:17][CH2:16][C:15]1[CH:31]=[CH:32][CH:33]=[CH:34][C:14]=1[Cl:13])[S:19]([C:22]1[CH:27]=[CH:26][CH:25]=[CH:24][C:23]=1[N+:28]([O-:30])=[O:29])(=[O:21])=[O:20], predict the reactants needed to synthesize it. The reactants are: O[CH2:2][C@H:3]([NH:5]C(=O)OC(C)(C)C)[CH3:4].[Cl:13][C:14]1[CH:34]=[CH:33][CH:32]=[CH:31][C:15]=1[CH2:16][CH2:17][NH:18][S:19]([C:22]1[CH:27]=[CH:26][CH:25]=[CH:24][C:23]=1[N+:28]([O-:30])=[O:29])(=[O:21])=[O:20].C1(P(C2C=CC=CC=2)C2C=CC=CC=2)C=CC=CC=1.N(C(OC(C)C)=O)=NC(OC(C)C)=O. (8) Given the product [S:12]1[CH:16]=[CH:15][C:14]([C:4]2[N:5]=[CH:6][CH:7]=[CH:8][C:9]=2[C:10]#[N:11])=[CH:13]1, predict the reactants needed to synthesize it. The reactants are: [F-].[K+].Cl[C:4]1[C:9]([C:10]#[N:11])=[CH:8][CH:7]=[CH:6][N:5]=1.[S:12]1[CH:16]=[CH:15][C:14](B(O)O)=[CH:13]1. (9) Given the product [NH2:20][C:10]1[N:9]([C:6]2[CH:5]=[CH:4][C:3]([O:2][CH3:1])=[CH:8][CH:7]=2)[C:21](=[O:24])[CH:22]=[CH:23][C:11]=1[C:12](=[O:19])[C:13]1[CH:14]=[CH:15][CH:16]=[CH:17][CH:18]=1, predict the reactants needed to synthesize it. The reactants are: [CH3:1][O:2][C:3]1[CH:8]=[CH:7][C:6]([NH:9][C:10](=[NH:20])[CH2:11][C:12](=[O:19])[C:13]2[CH:18]=[CH:17][CH:16]=[CH:15][CH:14]=2)=[CH:5][CH:4]=1.[C:21](OC)(=[O:24])[C:22]#[CH:23]. (10) Given the product [CH3:8][O:9][C:10]1[CH:25]=[CH:24][C:13]2[NH:14][C:15]3[CH:23]=[CH:22][CH:21]=[CH:20][C:16]=3[N:17]=[C:18]([N:5]3[CH2:6][CH2:7][N:2]([CH3:1])[CH2:3][CH2:4]3)[C:12]=2[CH:11]=1, predict the reactants needed to synthesize it. The reactants are: [CH3:1][N:2]1[CH2:7][CH2:6][NH:5][CH2:4][CH2:3]1.[CH3:8][O:9][C:10]1[CH:25]=[CH:24][C:13]2[NH:14][C:15]3[CH:23]=[CH:22][CH:21]=[CH:20][C:16]=3[NH:17][C:18](=O)[C:12]=2[CH:11]=1.